Dataset: Reaction yield outcomes from USPTO patents with 853,638 reactions. Task: Predict the reaction yield, written as a fraction of the theoretical maximum amount of product (1.0 means a 100% yield; for example, 0.34 means a 34% yield). (1) The reactants are [Cl:1][C:2]1[CH:7]=[CH:6][N:5]=[CH:4][C:3]=1[C:8]1[N:9](C)[C:10]2[C:15]([CH:16]=1)=[CH:14][CH:13]=[CH:12][CH:11]=2.ClCCl.ClS([N:25]=[C:26]=O)(=O)=[O:23]. The catalyst is CN(C=O)C. The product is [NH4+:5].[OH-:23].[Cl:1][C:2]1[CH:7]=[CH:6][N:5]=[CH:4][C:3]=1[C:8]1[NH:9][C:10]2[C:15]([C:16]=1[C:26]#[N:25])=[CH:14][CH:13]=[CH:12][CH:11]=2. The yield is 0.00100. (2) The reactants are [CH3:1][O:2][N:3]([CH3:15])[C:4]([C:6]1[NH:7][C:8]2[C:13]([CH:14]=1)=[CH:12][CH:11]=[CH:10][CH:9]=2)=[O:5].[F:16][C:17]1[CH:18]=[C:19](B(O)O)[CH:20]=[CH:21][CH:22]=1.N1C=CC=CC=1. The catalyst is C(Cl)Cl. The product is [F:16][C:17]1[CH:22]=[C:21]([N:7]2[C:8]3[C:13](=[CH:12][CH:11]=[CH:10][CH:9]=3)[CH:14]=[C:6]2[C:4]([N:3]([O:2][CH3:1])[CH3:15])=[O:5])[CH:20]=[CH:19][CH:18]=1. The yield is 0.370. (3) The reactants are O.[NH2:2][NH2:3].N[O:5][C:6](=O)[CH2:7][N:8]1[CH2:12][CH:11]([CH2:13][CH2:14][CH3:15])[CH2:10][C:9]1=[O:16]. The catalyst is CCO.[Cl-].[Na+].O. The product is [O:16]=[C:9]1[CH2:10][CH:11]([CH2:13][CH2:14][CH3:15])[CH2:12][N:8]1[CH2:7][C:6]([NH:2][NH2:3])=[O:5]. The yield is 0.830. (4) The reactants are [C:1]([O:5][C:6]([N:8]1[CH2:13][CH2:12][CH:11]([C:14]2[CH:19]=[CH:18][C:17]([NH2:20])=[C:16](Br)[N:15]=2)[CH2:10][CH2:9]1)=[O:7])([CH3:4])([CH3:3])[CH3:2].[C:22]1(B(O)O)[CH2:27][CH2:26][CH2:25][CH2:24][CH:23]=1. The catalyst is CCO.C1(C)C=CC=CC=1.C([O-])([O-])=O.[Na+].[Na+].CCOCC.[Cl-].[Na+].O.C1C=CC([P]([Pd]([P](C2C=CC=CC=2)(C2C=CC=CC=2)C2C=CC=CC=2)([P](C2C=CC=CC=2)(C2C=CC=CC=2)C2C=CC=CC=2)[P](C2C=CC=CC=2)(C2C=CC=CC=2)C2C=CC=CC=2)(C2C=CC=CC=2)C2C=CC=CC=2)=CC=1. The product is [C:1]([O:5][C:6]([N:8]1[CH2:13][CH2:12][CH:11]([C:14]2[CH:19]=[CH:18][C:17]([NH2:20])=[C:16]([C:22]3[CH2:27][CH2:26][CH2:25][CH2:24][CH:23]=3)[N:15]=2)[CH2:10][CH2:9]1)=[O:7])([CH3:4])([CH3:3])[CH3:2]. The yield is 0.740. (5) The yield is 0.429. The product is [C:26]([O:21][C:19](=[O:20])[C:18]1[CH:22]=[CH:23][CH:24]=[C:16]([S:13](=[O:15])(=[O:14])[NH2:30])[CH:17]=1)([CH3:28])([CH3:27])[CH3:25]. The reactants are S(=O)(=O)(O)O.[O-]S([O-])(=O)=O.[Mg+2].Cl[S:13]([C:16]1[CH:17]=[C:18]([CH:22]=[CH:23][CH:24]=1)[C:19]([OH:21])=[O:20])(=[O:15])=[O:14].[CH3:25][C:26](O)([CH3:28])[CH3:27].[NH3:30]. The catalyst is C(Cl)Cl.CO. (6) The reactants are [Br:1][C:2]1[CH:3]=[C:4]([C:8]([O:10][CH3:11])=[O:9])[O:5][C:6]=1Br.C([Mg]Cl)(C)C.O. The catalyst is O1CCCC1. The product is [Br:1][C:2]1[CH:3]=[C:4]([C:8]([O:10][CH3:11])=[O:9])[O:5][CH:6]=1. The yield is 0.580. (7) The reactants are [Cl:1][C:2]1[C:7]2[CH2:8][CH:9]([C:10]#N)[C:6]=2[CH:5]=[CH:4][CH:3]=1.[OH-:12].[K+].[OH2:14]. The catalyst is CCO. The product is [Cl:1][C:2]1[C:7]2[CH2:8][CH:9]([C:10]([OH:14])=[O:12])[C:6]=2[CH:5]=[CH:4][CH:3]=1. The yield is 0.850.